Dataset: Reaction yield outcomes from USPTO patents with 853,638 reactions. Task: Predict the reaction yield, written as a fraction of the theoretical maximum amount of product (1.0 means a 100% yield; for example, 0.34 means a 34% yield). (1) The reactants are [CH:1]([O:4][C:5](=[O:13])[C:6]1[CH:11]=[C:10](Cl)[CH:9]=[CH:8][N:7]=1)([CH3:3])[CH3:2].CC1(C)C(C)(C)OB([C:22]2[CH:23]=[C:24]3[NH:30][CH:29]=[CH:28][C:25]3=[N:26][CH:27]=2)O1.C(=O)([O-])[O-].[K+].[K+]. The catalyst is C1(C)C=CC=CC=1. The product is [NH:30]1[C:24]2[C:25](=[N:26][CH:27]=[C:22]([C:10]3[CH:9]=[CH:8][N:7]=[C:6]([C:5]([O:4][CH:1]([CH3:3])[CH3:2])=[O:13])[CH:11]=3)[CH:23]=2)[CH:28]=[CH:29]1. The yield is 0.570. (2) The reactants are [CH2:1]1[C:5]2([CH2:10][CH2:9][C:8](=[O:11])[CH2:7][CH2:6]2)[CH2:4][CH2:3][CH2:2]1.C[Mg]Cl.[Cl-].[NH4+].CC1(O)CCC2(CCCC2)CC1. The catalyst is O1CCCC1. The product is [CH2:1]1[C:5]2([CH2:10][CH2:9][C:8](=[O:11])[CH:7]=[CH:6]2)[CH2:4][CH2:3][CH2:2]1. The yield is 0.990. (3) The reactants are [F:1][C:2]1[CH:3]=[C:4]2[C:9](=[CH:10][CH:11]=1)[N:8]=[CH:7][CH:6]=[C:5]2[N:12]1[CH2:17][CH2:16][N:15]([CH:18]([CH3:22])[C:19]([OH:21])=O)[CH2:14][CH2:13]1.[Cl:23][C:24]1[CH:30]=[CH:29][C:27]([NH2:28])=[CH:26][CH:25]=1.CCN(C(C)C)C(C)C.C1CN([P+](ON2N=NC3C=CC=CC2=3)(N2CCCC2)N2CCCC2)CC1.F[P-](F)(F)(F)(F)F. The catalyst is CN(C=O)C. The product is [Cl:23][C:24]1[CH:30]=[CH:29][C:27]([NH:28][C:19](=[O:21])[CH:18]([N:15]2[CH2:14][CH2:13][N:12]([C:5]3[C:4]4[C:9](=[CH:10][CH:11]=[C:2]([F:1])[CH:3]=4)[N:8]=[CH:7][CH:6]=3)[CH2:17][CH2:16]2)[CH3:22])=[CH:26][CH:25]=1. The yield is 0.270. (4) The reactants are [CH:1]1([C:4]2[CH:5]=[C:6]([CH:21]=[C:22]([O:24][C:25]3[CH:30]=[CH:29][C:28]([C:31]([F:34])([F:33])[F:32])=[CH:27][N:26]=3)[CH:23]=2)[CH:7]=[C:8]2[CH2:13][CH2:12][N:11](C(OC(C)(C)C)=O)[CH2:10][CH2:9]2)[CH2:3][CH2:2]1.FC(F)(F)C(O)=O. The catalyst is C(Cl)Cl. The product is [CH:1]1([C:4]2[CH:23]=[C:22]([CH:21]=[C:6]([CH:7]=[C:8]3[CH2:9][CH2:10][NH:11][CH2:12][CH2:13]3)[CH:5]=2)[O:24][C:25]2[CH:30]=[CH:29][C:28]([C:31]([F:34])([F:32])[F:33])=[CH:27][N:26]=2)[CH2:2][CH2:3]1. The yield is 0.840. (5) The reactants are [C:1]([N:4]1[CH2:9][CH2:8][NH:7][CH2:6][CH2:5]1)(=[O:3])[CH3:2].C(=O)([O-])[O-].[K+].[K+].Br[CH2:17][CH2:18][CH2:19][OH:20]. The catalyst is C(#N)C.C(OCC)C. The product is [C:1]([N:4]1[CH2:9][CH2:8][N:7]([CH2:17][CH2:18][CH2:19][OH:20])[CH2:6][CH2:5]1)(=[O:3])[CH3:2]. The yield is 0.900. (6) The reactants are I[C:2]1[C:3]([NH:10][C@@H:11]2[CH2:15][CH2:14][O:13][CH2:12]2)=[N:4][C:5]([NH2:9])=[N:6][C:7]=1[CH3:8].[C:16]([O:20][CH2:21][CH3:22])(=[O:19])[CH:17]=[CH2:18].C(N(CC)CC)C. The catalyst is CN(C=O)C.C1C=CC([P]([Pd]([P](C2C=CC=CC=2)(C2C=CC=CC=2)C2C=CC=CC=2)([P](C2C=CC=CC=2)(C2C=CC=CC=2)C2C=CC=CC=2)[P](C2C=CC=CC=2)(C2C=CC=CC=2)C2C=CC=CC=2)(C2C=CC=CC=2)C2C=CC=CC=2)=CC=1. The product is [NH2:9][C:5]1[N:6]=[C:7]([CH3:8])[C:2](/[CH:18]=[CH:17]/[C:16]([O:20][CH2:21][CH3:22])=[O:19])=[C:3]([NH:10][C@@H:11]2[CH2:15][CH2:14][O:13][CH2:12]2)[N:4]=1. The yield is 0.940. (7) The reactants are [Cl:1][C:2]1[CH:7]=[CH:6][C:5]([C:8]2[CH:13]=[CH:12][NH:11][C:10](=[O:14])[CH:9]=2)=[CH:4][CH:3]=1.Br[C:16]1[CH:24]=[C:23]2[C:19]([C:20]3[CH2:29][CH2:28][N:27]([CH3:30])[CH2:26][C:21]=3[N:22]2[CH3:25])=[CH:18][CH:17]=1. No catalyst specified. The product is [ClH:1].[Cl:1][C:2]1[CH:3]=[CH:4][C:5]([C:8]2[CH:13]=[CH:12][N:11]([C:16]3[CH:24]=[C:23]4[C:19]([C:20]5[CH2:29][CH2:28][N:27]([CH3:30])[CH2:26][C:21]=5[N:22]4[CH3:25])=[CH:18][CH:17]=3)[C:10](=[O:14])[CH:9]=2)=[CH:6][CH:7]=1. The yield is 0.190. (8) The yield is 0.710. The catalyst is C(Cl)Cl.CN(C=O)C. The product is [Br:1][C:2]1[CH:3]=[N:4][CH:5]=[C:6]([CH:10]=1)[C:7]([NH:21][CH2:20][CH:17]1[CH2:19][CH2:18]1)=[O:9]. The reactants are [Br:1][C:2]1[CH:3]=[N:4][CH:5]=[C:6]([CH:10]=1)[C:7]([OH:9])=O.C(Cl)(=O)C(Cl)=O.[CH:17]1([CH2:20][NH2:21])[CH2:19][CH2:18]1.C([O-])(O)=O.[Na+].